From a dataset of Forward reaction prediction with 1.9M reactions from USPTO patents (1976-2016). Predict the product of the given reaction. (1) Given the reactants [Br:1][C:2]1[CH:3]=[C:4]([C:9](=[O:11])[CH3:10])[CH:5]=[CH:6][C:7]=1[Cl:8].[BH4-].[Na+], predict the reaction product. The product is: [Br:1][C:2]1[CH:3]=[C:4]([CH:9]([OH:11])[CH3:10])[CH:5]=[CH:6][C:7]=1[Cl:8]. (2) Given the reactants [C:1]([O:5][C:6](=[O:24])[NH:7][C:8]1([C:12]2[NH:13][C:14](C3C=CC(Br)=CC=3)=[CH:15][N:16]=2)[CH2:11][CH2:10][CH2:9]1)([CH3:4])([CH3:3])[CH3:2].[B:25]1(B2OC(C)(C)C(C)(C)O2)[O:29]C(C)(C)C(C)(C)[O:26]1.CC([O-])=O.[K+], predict the reaction product. The product is: [BH:25]([OH:29])[OH:26].[C:1]([O:5][C:6](=[O:24])[NH:7][C:8]1([C:12]2[NH:13][CH:14]=[CH:15][N:16]=2)[CH2:11][CH2:10][CH2:9]1)([CH3:4])([CH3:2])[CH3:3]. (3) Given the reactants C(O[C:4]([C:6]1([CH2:12][CH2:13]OC)[CH2:11][CH2:10][NH:9][CH2:8][CH2:7]1)=[O:5])C.[C:16]([CH2:20][C:21](Cl)=[O:22])([CH3:19])([CH3:18])[CH3:17].[F:24][C:25]([F:37])([F:36])[CH:26]([CH3:35])[O:27][C:28]1[CH:33]=[CH:32][C:31]([NH2:34])=[CH:30][CH:29]=1, predict the reaction product. The product is: [CH3:17][C:16]([CH3:19])([CH3:18])[CH2:20][C:21]([N:9]1[CH2:8][CH2:7][C:6]2([C:4](=[O:5])[N:34]([C:31]3[CH:32]=[CH:33][C:28]([O:27][CH:26]([CH3:35])[C:25]([F:24])([F:36])[F:37])=[CH:29][CH:30]=3)[CH2:13][CH2:12]2)[CH2:11][CH2:10]1)=[O:22]. (4) Given the reactants [CH3:1][O:2][C:3]1[CH:22]=[CH:21][C:6]([CH2:7][N:8]2[C:13](=[O:14])[C:12]3[CH:15]=[C:16]([F:20])[C:17](F)=[CH:18][C:11]=3[O:10][CH2:9]2)=[CH:5][CH:4]=1.[CH3:23][NH2:24].O, predict the reaction product. The product is: [CH3:1][O:2][C:3]1[CH:22]=[CH:21][C:6]([CH2:7][N:8]2[C:13](=[O:14])[C:12]3[CH:15]=[C:16]([F:20])[C:17]([NH:24][CH3:23])=[CH:18][C:11]=3[O:10][CH2:9]2)=[CH:5][CH:4]=1. (5) Given the reactants [OH:1][C:2]1(C)[CH:7]=[CH:6][C:5]([C:8](=[O:29])[CH2:9][CH2:10][C:11]2[N:15]([CH:16]([CH3:18])[CH3:17])[N:14]=[C:13]([C:19]3[CH:24]=[CH:23][C:22]([C:25]([F:28])([F:27])[F:26])=[CH:21][CH:20]=3)[CH:12]=2)=[CH:4][CH2:3]1.[C:31](=O)([O-])[O-].[K+].[K+].Br[C:38]([CH3:45])([CH3:44])[C:39]([O:41][CH2:42][CH3:43])=[O:40], predict the reaction product. The product is: [CH:16]([N:15]1[C:11]([CH2:10][CH2:9][C:8]([C:5]2[CH:4]=[CH:3][C:2]([O:1][C:38]([CH3:45])([CH3:44])[C:39]([O:41][CH2:42][CH3:43])=[O:40])=[C:7]([CH3:31])[CH:6]=2)=[O:29])=[CH:12][C:13]([C:19]2[CH:24]=[CH:23][C:22]([C:25]([F:27])([F:26])[F:28])=[CH:21][CH:20]=2)=[N:14]1)([CH3:17])[CH3:18]. (6) Given the reactants [NH2:1][CH:2]1[CH2:7][CH2:6][CH:5]([CH2:8][CH:9]2[CH2:14][CH2:13][CH:12]([NH:15][C:16]3[CH:21]=[C:20]([C:22]4[C:30]5[C:25](=[N:26][CH:27]=[C:28]([O:31][CH3:32])[CH:29]=5)[NH:24][CH:23]=4)[CH:19]=[C:18]([Cl:33])[N:17]=3)[CH2:11][CH2:10]2)[CH2:4][CH2:3]1.[CH:34]1([C:37](O)=[O:38])[CH2:36][CH2:35]1.C1C=CC2N(O)N=NC=2C=1.C(Cl)CCl.C(N(CC)CC)C, predict the reaction product. The product is: [Cl:33][C:18]1[N:17]=[C:16]([NH:15][CH:12]2[CH2:11][CH2:10][CH:9]([CH2:8][CH:5]3[CH2:6][CH2:7][CH:2]([NH:1][C:37]([CH:34]4[CH2:36][CH2:35]4)=[O:38])[CH2:3][CH2:4]3)[CH2:14][CH2:13]2)[CH:21]=[C:20]([C:22]2[C:30]3[C:25](=[N:26][CH:27]=[C:28]([O:31][CH3:32])[CH:29]=3)[NH:24][CH:23]=2)[CH:19]=1. (7) Given the reactants [CH:1]12[CH2:7][CH:4]([CH2:5][CH2:6]1)[CH2:3][C:2]2=[O:8].[Cl:9][C:10]1[CH:17]=[CH:16][CH:15]=[C:14]([O:18][CH3:19])[C:11]=1[CH:12]=O.[OH-].[K+], predict the reaction product. The product is: [Cl:9][C:10]1[CH:17]=[CH:16][CH:15]=[C:14]([O:18][CH3:19])[C:11]=1/[CH:12]=[C:3]1/[C:2](=[O:8])[CH:1]2[CH2:7][CH:4]/1[CH2:5][CH2:6]2. (8) Given the reactants F[C:2]1[N:7]=[C:6]([C:8]2[C:16]3[C:11](=[CH:12][N:13]=[C:14]([C:17]4[CH:18]=[N:19][CH:20]=[CH:21][CH:22]=4)[CH:15]=3)[N:10]([CH:23]3[CH2:28][CH2:27][CH2:26][CH2:25][O:24]3)[N:9]=2)[CH:5]=[CH:4][CH:3]=1.[NH:29]1[CH2:35][CH2:34][CH2:33][C@@H:32]([NH:36][C:37](=[O:46])[O:38][CH2:39][C:40]2[CH:45]=[CH:44][CH:43]=[CH:42][CH:41]=2)[CH2:31][CH2:30]1, predict the reaction product. The product is: [N:19]1[CH:20]=[CH:21][CH:22]=[C:17]([C:14]2[CH:15]=[C:16]3[C:8]([C:6]4[N:7]=[C:2]([N:29]5[CH2:35][CH2:34][CH2:33][C@@H:32]([NH:36][C:37](=[O:46])[O:38][CH2:39][C:40]6[CH:41]=[CH:42][CH:43]=[CH:44][CH:45]=6)[CH2:31][CH2:30]5)[CH:3]=[CH:4][CH:5]=4)=[N:9][N:10]([CH:23]4[CH2:28][CH2:27][CH2:26][CH2:25][O:24]4)[C:11]3=[CH:12][N:13]=2)[CH:18]=1. (9) Given the reactants I[C:2]1[C:10]2[C:5](=[N:6][CH:7]=[C:8]([C:11]3[CH:16]=[CH:15][C:14]([N:17]4[CH2:22][CH2:21][N:20]([C:23]([O:25][C:26]([CH3:29])([CH3:28])[CH3:27])=[O:24])[CH2:19][CH2:18]4)=[CH:13][C:12]=3[O:30][CH3:31])[CH:9]=2)[N:4]([S:32]([C:35]2[CH:41]=[CH:40][C:38]([CH3:39])=[CH:37][CH:36]=2)(=[O:34])=[O:33])[CH:3]=1.[F:42][C:43]1[CH:44]=[C:45]([CH:63]=[CH:64][CH:65]=1)[CH2:46][N:47]1[C:51]([CH3:52])=[C:50](B2OC(C)(C)C(C)(C)O2)[C:49]([CH3:62])=[N:48]1.C(=O)([O-])[O-].[Na+].[Na+], predict the reaction product. The product is: [F:42][C:43]1[CH:44]=[C:45]([CH:63]=[CH:64][CH:65]=1)[CH2:46][N:47]1[C:51]([CH3:52])=[C:50]([C:2]2[C:10]3[C:5](=[N:6][CH:7]=[C:8]([C:11]4[CH:16]=[CH:15][C:14]([N:17]5[CH2:22][CH2:21][N:20]([C:23]([O:25][C:26]([CH3:29])([CH3:28])[CH3:27])=[O:24])[CH2:19][CH2:18]5)=[CH:13][C:12]=4[O:30][CH3:31])[CH:9]=3)[N:4]([S:32]([C:35]3[CH:41]=[CH:40][C:38]([CH3:39])=[CH:37][CH:36]=3)(=[O:34])=[O:33])[CH:3]=2)[C:49]([CH3:62])=[N:48]1.